Task: Predict the product of the given reaction.. Dataset: Forward reaction prediction with 1.9M reactions from USPTO patents (1976-2016) (1) Given the reactants [Cl:1][C:2]1[CH:7]=[C:6]([NH:8][C:9]([C:11]2[CH:16]=[C:15](Br)[CH:14]=[C:13]([CH3:18])[N:12]=2)=[O:10])[CH:5]=[CH:4][N:3]=1.[B:19]1([B:19]2[O:23][C:22]([CH3:25])([CH3:24])[C:21]([CH3:27])([CH3:26])[O:20]2)[O:23][C:22]([CH3:25])([CH3:24])[C:21]([CH3:27])([CH3:26])[O:20]1, predict the reaction product. The product is: [Cl:1][C:2]1[CH:7]=[C:6]([NH:8][C:9]([C:11]2[CH:16]=[C:15]([B:19]3[O:23][C:22]([CH3:25])([CH3:24])[C:21]([CH3:27])([CH3:26])[O:20]3)[CH:14]=[C:13]([CH3:18])[N:12]=2)=[O:10])[CH:5]=[CH:4][N:3]=1. (2) The product is: [N:1]1([C@:2]23[CH2:43][CH2:42][C@@H:41]([C:44]([CH3:46])=[CH2:45])[C@@H:3]2[C@@H:4]2[C@@:17]([CH3:20])([CH2:18][CH2:19]3)[C@@:16]3([CH3:21])[C@@H:7]([C@:8]4([CH3:40])[C@@H:13]([CH2:14][CH2:15]3)[C:12]([CH3:23])([CH3:22])[C:11]([C:24]3[CH2:29][CH2:28][C@@H:27]([C:30]([O:32][CH2:33][C:34]5[CH:35]=[CH:36][CH:37]=[CH:38][CH:39]=5)=[O:31])[CH2:26][CH:25]=3)=[CH:10][CH2:9]4)[CH2:6][CH2:5]2)[CH2:49][CH2:48]1. Given the reactants [NH2:1][C@:2]12[CH2:43][CH2:42][C@@H:41]([C:44]([CH3:46])=[CH2:45])[C@@H:3]1[C@@H:4]1[C@@:17]([CH3:20])([CH2:18][CH2:19]2)[C@@:16]2([CH3:21])[C@@H:7]([C@:8]3([CH3:40])[C@@H:13]([CH2:14][CH2:15]2)[C:12]([CH3:23])([CH3:22])[C:11]([C:24]2[CH2:29][CH2:28][C@@H:27]([C:30]([O:32][CH2:33][C:34]4[CH:39]=[CH:38][CH:37]=[CH:36][CH:35]=4)=[O:31])[CH2:26][CH:25]=2)=[CH:10][CH2:9]3)[CH2:6][CH2:5]1.Br[CH2:48][CH2:49]Cl.P(=O)(O)(O)O.[K], predict the reaction product. (3) The product is: [F:28][C:23]1[CH:24]=[CH:25][CH:26]=[CH:27][C:22]=1[CH2:21][N:14]1[C:15]2=[N:16][CH:17]=[CH:18][CH:19]=[C:20]2[C:12]([C:4]2[N:3]=[C:2]3[NH:32][CH:30]=[N:31][C:8](=[O:10])[C:7]3=[CH:6][N:5]=2)=[N:13]1. Given the reactants Cl[C:2]1[C:7]([C:8]([O:10]C)=O)=[CH:6][N:5]=[C:4]([C:12]2[C:20]3[C:15](=[N:16][CH:17]=[CH:18][CH:19]=3)[N:14]([CH2:21][C:22]3[CH:27]=[CH:26][CH:25]=[CH:24][C:23]=3[F:28])[N:13]=2)[N:3]=1.Cl.[CH:30]([NH2:32])=[NH:31].C(N(CC)CC)C, predict the reaction product.